Predict the reactants needed to synthesize the given product. From a dataset of Full USPTO retrosynthesis dataset with 1.9M reactions from patents (1976-2016). (1) Given the product [C:1]([O:5][C:6]([N:8]1[CH2:9][CH2:10][N:11]([CH2:14][CH:15]2[CH2:19][CH2:18][NH:17][CH2:16]2)[CH2:12][CH2:13]1)=[O:7])([CH3:4])([CH3:2])[CH3:3], predict the reactants needed to synthesize it. The reactants are: [C:1]([O:5][C:6]([N:8]1[CH2:13][CH2:12][N:11]([CH2:14][CH:15]2[CH2:19][CH2:18][N:17](CC3C=CC=CC=3)[CH2:16]2)[CH2:10][CH2:9]1)=[O:7])([CH3:4])([CH3:3])[CH3:2].[H][H]. (2) Given the product [CH2:1]([O:3][C:4](=[O:25])[C:5]1[CH:10]=[CH:9][CH:8]=[C:7]([N:11]2[C:15]([CH3:16])=[CH:14][CH:13]=[C:12]2[C:17]2[CH:22]=[C:21]([Cl:23])[CH:20]=[CH:19][C:18]=2[O:24][CH2:29][C:28]2[CH:31]=[CH:32][C:33]([F:35])=[CH:34][C:27]=2[Cl:26])[CH:6]=1)[CH3:2], predict the reactants needed to synthesize it. The reactants are: [CH2:1]([O:3][C:4](=[O:25])[C:5]1[CH:10]=[CH:9][CH:8]=[C:7]([N:11]2[C:15]([CH3:16])=[CH:14][CH:13]=[C:12]2[C:17]2[CH:22]=[C:21]([Cl:23])[CH:20]=[CH:19][C:18]=2[OH:24])[CH:6]=1)[CH3:2].[Cl:26][C:27]1[CH:34]=[C:33]([F:35])[CH:32]=[CH:31][C:28]=1[CH2:29]Br.C(=O)([O-])[O-].[K+].[K+]. (3) The reactants are: [Cl:1][C:2]1[C:10]([F:11])=[CH:9][CH:8]=[CH:7][C:3]=1[C:4]([OH:6])=O.[CH:12]1([CH2:15][CH:16]([C:19]2[CH:20]=[N:21][C:22]([CH:25]([F:27])[F:26])=[CH:23][CH:24]=2)[CH2:17][NH2:18])[CH2:14][CH2:13]1. Given the product [Cl:1][C:2]1[C:10]([F:11])=[CH:9][CH:8]=[CH:7][C:3]=1[C:4]([NH:18][CH2:17][CH:16]([C:19]1[CH:20]=[N:21][C:22]([CH:25]([F:27])[F:26])=[CH:23][CH:24]=1)[CH2:15][CH:12]1[CH2:13][CH2:14]1)=[O:6], predict the reactants needed to synthesize it. (4) Given the product [OH:8][C@@H:9]([C@H:11]1[C:14](=[O:15])[NH:13][C@@H:12]1[CH2:16][C:17]([C:19]1[CH:20]=[C:21]([CH:29]=[CH:30][CH:31]=1)[C:22]([O:24][C:25]([CH3:26])([CH3:28])[CH3:27])=[O:23])=[O:18])[CH3:10], predict the reactants needed to synthesize it. The reactants are: [Si]([O:8][C@@H:9]([C@H:11]1[C:14](=[O:15])[NH:13][C@@H:12]1[CH2:16][C:17]([C:19]1[CH:20]=[C:21]([CH:29]=[CH:30][CH:31]=1)[C:22]([O:24][C:25]([CH3:28])([CH3:27])[CH3:26])=[O:23])=[O:18])[CH3:10])(C(C)(C)C)(C)C.C(O)(=O)C.[F-].C([N+](CCCC)(CCCC)CCCC)CCC.C(=O)([O-])O.[Na+]. (5) Given the product [CH2:1]([C:3]1[N:7]([C:8]2[CH:9]=[CH:10][C:11]([CH2:14][CH2:15][OH:16])=[CH:12][CH:13]=2)[C:6]2[CH:17]=[CH:18][C:19]([C:31]3[CH:32]=[N:33][CH:34]=[N:35][CH:36]=3)=[CH:20][C:5]=2[N:4]=1)[CH3:2], predict the reactants needed to synthesize it. The reactants are: [CH2:1]([C:3]1[N:7]([C:8]2[CH:13]=[CH:12][C:11]([CH2:14][CH2:15][OH:16])=[CH:10][CH:9]=2)[C:6]2[CH:17]=[CH:18][C:19](B3OC(C)(C)C(C)(C)O3)=[CH:20][C:5]=2[N:4]=1)[CH3:2].Br[C:31]1[CH:32]=[N:33][CH:34]=[N:35][CH:36]=1.C([O-])(O)=O.[Na+]. (6) The reactants are: Cl[CH2:2][C:3](Cl)=[O:4].[Cl:6][C:7]1[CH:8]=[C:9]([NH:22][C:23]2[C:32]3[C:27](=[CH:28][CH:29]=[C:30]([O:33][CH:34]4[CH2:39][CH2:38][NH:37][CH2:36][CH2:35]4)[CH:31]=3)[N:26]=[CH:25][N:24]=2)[CH:10]=[CH:11][C:12]=1[O:13][CH2:14][C:15]1[CH:20]=[CH:19][CH:18]=[C:17]([F:21])[CH:16]=1.[CH:40]([N:43](CC)[CH:44](C)C)(C)C.CNC.O1CCOCC1. Given the product [Cl:6][C:7]1[CH:8]=[C:9]([NH:22][C:23]2[C:32]3[C:27](=[CH:28][CH:29]=[C:30]([O:33][CH:34]4[CH2:35][CH2:36][N:37]([C:3](=[O:4])[CH2:2][N:43]([CH3:44])[CH3:40])[CH2:38][CH2:39]4)[CH:31]=3)[N:26]=[CH:25][N:24]=2)[CH:10]=[CH:11][C:12]=1[O:13][CH2:14][C:15]1[CH:20]=[CH:19][CH:18]=[C:17]([F:21])[CH:16]=1, predict the reactants needed to synthesize it. (7) The reactants are: [Br:1][C:2]1[CH:3]=[C:4]2[C:13](=[CH:14][CH:15]=1)[CH:12]=[CH:11][C:10]1[CH:9]=[CH:8][C:7]([OH:16])=[CH:6][C:5]2=1.Br[CH2:18][CH:19]1[CH2:21][CH2:20]1.C(=O)([O-])[O-].[K+].[K+].O. Given the product [Br:1][C:2]1[CH:15]=[CH:14][C:13]2[CH:12]=[CH:11][C:10]3[C:5]([C:4]=2[CH:3]=1)=[CH:6][C:7]([O:16][CH2:18][CH:19]1[CH2:21][CH2:20]1)=[CH:8][CH:9]=3, predict the reactants needed to synthesize it.